Dataset: Peptide-MHC class I binding affinity with 185,985 pairs from IEDB/IMGT. Task: Regression. Given a peptide amino acid sequence and an MHC pseudo amino acid sequence, predict their binding affinity value. This is MHC class I binding data. (1) The peptide sequence is AISAVYFKAK. The MHC is HLA-A68:01 with pseudo-sequence HLA-A68:01. The binding affinity (normalized) is 0.276. (2) The peptide sequence is GVIADYNYK. The MHC is HLA-A31:01 with pseudo-sequence HLA-A31:01. The binding affinity (normalized) is 0.553. (3) The peptide sequence is AKNPNRFVI. The MHC is HLA-B53:01 with pseudo-sequence HLA-B53:01. The binding affinity (normalized) is 0. (4) The peptide sequence is LPSSSSYSY. The MHC is HLA-B35:01 with pseudo-sequence HLA-B35:01. The binding affinity (normalized) is 1.00. (5) The peptide sequence is HLATPINSRI. The MHC is HLA-A02:01 with pseudo-sequence HLA-A02:01. The binding affinity (normalized) is 0.170. (6) The MHC is HLA-A03:01 with pseudo-sequence HLA-A03:01. The binding affinity (normalized) is 0.0847. The peptide sequence is MIKYCLLKILK. (7) The peptide sequence is NLSWLSLDV. The MHC is HLA-A02:01 with pseudo-sequence HLA-A02:01. The binding affinity (normalized) is 0.356. (8) The peptide sequence is FSDLCNFLI. The MHC is HLA-A23:01 with pseudo-sequence HLA-A23:01. The binding affinity (normalized) is 0.0847. (9) The peptide sequence is IPFLTKFKL. The MHC is HLA-B07:02 with pseudo-sequence HLA-B07:02. The binding affinity (normalized) is 0.281. (10) The peptide sequence is QTVVILYSM. The MHC is Mamu-B01 with pseudo-sequence Mamu-B01. The binding affinity (normalized) is 0.170.